This data is from Peptide-MHC class II binding affinity with 134,281 pairs from IEDB. The task is: Regression. Given a peptide amino acid sequence and an MHC pseudo amino acid sequence, predict their binding affinity value. This is MHC class II binding data. The peptide sequence is EQEILNYMSPHHKKLHHHHHH. The MHC is DRB5_0101 with pseudo-sequence DRB5_0101. The binding affinity (normalized) is 0.851.